Dataset: Full USPTO retrosynthesis dataset with 1.9M reactions from patents (1976-2016). Task: Predict the reactants needed to synthesize the given product. (1) Given the product [CH2:1]([S:3]([N:6]1[CH2:11][CH2:10][CH:9]([C:12]2[C:20]3[C:15](=[C:16]([C:35]([NH2:37])=[O:36])[CH:17]=[C:18]([C:21]4[CH:25]=[C:24]([CH2:26][N:27]5[CH2:31][CH2:30][CH2:29][CH:28]5[CH2:32][CH:33]([CH3:38])[CH3:34])[S:23][CH:22]=4)[CH:19]=3)[NH:14][CH:13]=2)[CH2:8][CH2:7]1)(=[O:4])=[O:5])[CH3:2], predict the reactants needed to synthesize it. The reactants are: [CH2:1]([S:3]([N:6]1[CH2:11][CH2:10][CH:9]([C:12]2[C:20]3[C:15](=[C:16]([C:35]([NH2:37])=[O:36])[CH:17]=[C:18]([C:21]4[CH:25]=[C:24]([CH2:26][N:27]5[CH2:31][CH2:30][CH2:29][CH:28]5[CH2:32][CH2:33][CH3:34])[S:23][CH:22]=4)[CH:19]=3)[NH:14][CH:13]=2)[CH2:8][CH2:7]1)(=[O:5])=[O:4])[CH3:2].[CH2:38](C1CCCN1)CC. (2) Given the product [Br:18][CH2:19][CH2:20][CH2:21][CH2:22][CH2:23][CH2:24][O:16][C:13]1[CH:14]=[CH:15][C:10]([C:8]([C:5]2[CH:4]=[CH:3][C:2]([Br:1])=[CH:7][CH:6]=2)=[O:9])=[C:11]([F:17])[CH:12]=1, predict the reactants needed to synthesize it. The reactants are: [Br:1][C:2]1[CH:7]=[CH:6][C:5]([C:8]([C:10]2[CH:15]=[CH:14][C:13]([OH:16])=[CH:12][C:11]=2[F:17])=[O:9])=[CH:4][CH:3]=1.[Br:18][CH2:19][CH2:20][CH2:21][CH2:22][CH2:23][CH2:24]Br.C(=O)([O-])[O-].[K+].[K+]. (3) Given the product [Br:1][C:2]1[CH:3]=[C:4]([NH:30][C:31]2[N:36]=[CH:35][C:34]([N:37]3[C@@H:42]([CH3:43])[CH2:41][N:40]([C:44]([O:46][C:47]([CH3:49])([CH3:48])[CH3:50])=[O:45])[C@H:39]([CH3:51])[CH2:38]3)=[CH:33][CH:32]=2)[C:5](=[O:9])[N:6]([CH3:8])[CH:7]=1, predict the reactants needed to synthesize it. The reactants are: [Br:1][C:2]1[CH:3]=[C:4](NC2N=CC(N3CCN(C(OC(C)(C)C)=O)CC3)=CC=2)[C:5](=[O:9])[N:6]([CH3:8])[CH:7]=1.[NH2:30][C:31]1[N:36]=[CH:35][C:34]([N:37]2[C@@H:42]([CH3:43])[CH2:41][N:40]([C:44]([O:46][C:47]([CH3:50])([CH3:49])[CH3:48])=[O:45])[C@H:39]([CH3:51])[CH2:38]2)=[CH:33][CH:32]=1.BrC1C(=O)N(C)C=C(Br)C=1. (4) Given the product [Cl:3][C:4]1[O:14][C:7]2=[C:8]([NH:13][CH3:17])[N:9]=[CH:10][C:11]([I:12])=[C:6]2[CH:5]=1.[Cl:3][C:4]1[O:14][C:7]2=[C:20]([N:18]([CH3:17])[CH3:19])[N:9]=[CH:10][C:11]([I:12])=[C:6]2[CH:5]=1, predict the reactants needed to synthesize it. The reactants are: [H-].[Na+].[Cl:3][C:4]1[O:14][C:7]2=[C:8]([NH2:13])[N:9]=[CH:10][C:11]([I:12])=[C:6]2[CH:5]=1.CI.[CH3:17][N:18]([CH:20]=O)[CH3:19]. (5) Given the product [C:1]([O:5][C:6](=[O:24])[NH:7][CH2:8][C:9]1[S:10][CH:11]=[C:12]([C:14]2[N:18]3[CH:19]=[CH:20][C:21]([C:32]4[CH:33]=[CH:34][C:29]([S:26]([CH3:25])(=[O:28])=[O:27])=[CH:30][CH:31]=4)=[CH:22][C:17]3=[N:16][CH:15]=2)[N:13]=1)([CH3:4])([CH3:3])[CH3:2], predict the reactants needed to synthesize it. The reactants are: [C:1]([O:5][C:6](=[O:24])[NH:7][CH2:8][C:9]1[S:10][CH:11]=[C:12]([C:14]2[N:18]3[CH:19]=[CH:20][C:21](Cl)=[CH:22][C:17]3=[N:16][CH:15]=2)[N:13]=1)([CH3:4])([CH3:3])[CH3:2].[CH3:25][S:26]([C:29]1[CH:34]=[CH:33][C:32](B(O)O)=[CH:31][CH:30]=1)(=[O:28])=[O:27].[O-]P([O-])([O-])=O.[K+].[K+].[K+].COC1C=CC=C(OC)C=1C1C=CC=CC=1P(C1CCCCC1)C1CCCCC1. (6) The reactants are: [NH:1]1[C:9]2[C:4](=[CH:5][CH:6]=[CH:7][CH:8]=2)C=[CH:2]1.C[O:11][C:12](=[O:17])[CH2:13]N=[N+]=[N-].[CH3:18][O-:19].[Na+].[CH3:21][OH:22]. Given the product [O:19]1[C:5]2=[C:4]3[C:9](=[CH:8][CH:7]=[C:6]2[O:22][CH2:21][CH2:18]1)[NH:1][CH:2]=[C:13]3[C:12]([OH:11])=[O:17], predict the reactants needed to synthesize it. (7) Given the product [C:28]([O:32][C:33](=[O:35])[NH:34][C@H:21]([C:22]1[O:13][CH:7]=[CH:18][CH:23]=1)[C@@H:20]([CH3:19])[CH:24]=[O:27])([CH3:31])([CH3:30])[CH3:29], predict the reactants needed to synthesize it. The reactants are: C1([C:7]([C:18]2[CH:23]=[CH:22][CH:21]=[CH:20][CH:19]=2)([O:13][Si](C)(C)C)[C@@H]2CCCN2)C=CC=CC=1.[CH:24](=[O:27])CC.[C:28]([O:32][C:33](=[O:35])[NH2:34])([CH3:31])([CH3:30])[CH3:29]. (8) Given the product [CH3:1][O:2][C:3]1[CH:10]=[C:9]([O:16][CH3:13])[CH:8]=[CH:7][C:4]=1[CH2:5][NH:6][C:20]1[CH:21]=[C:22]([CH3:29])[CH:23]=[CH:24][C:25]=1[NH2:26], predict the reactants needed to synthesize it. The reactants are: [CH3:1][O:2][C:3]1[C:10](OC)=[CH:9][CH:8]=[CH:7][C:4]=1[CH2:5][NH2:6].[C:13](=[O:16])([O-])[O-].[K+].[K+].F[C:20]1[CH:21]=[C:22]([CH3:29])[CH:23]=[CH:24][C:25]=1[N+:26]([O-])=O.[Cl-].[NH4+]. (9) Given the product [F:29][C:30]1([F:38])[CH2:35][CH2:34][CH:33]([CH2:36][NH:37][C:2]2[CH:11]=[CH:10][C:5]([C:6]([O:8][CH3:9])=[O:7])=[CH:4][C:3]=2[N+:12]([O-:14])=[O:13])[CH2:32][CH2:31]1, predict the reactants needed to synthesize it. The reactants are: F[C:2]1[CH:11]=[CH:10][C:5]([C:6]([O:8][CH3:9])=[O:7])=[CH:4][C:3]=1[N+:12]([O-:14])=[O:13].CS(C)=O.CCN(C(C)C)C(C)C.Cl.[F:29][C:30]1([F:38])[CH2:35][CH2:34][CH:33]([CH2:36][NH2:37])[CH2:32][CH2:31]1.